This data is from Reaction yield outcomes from USPTO patents with 853,638 reactions. The task is: Predict the reaction yield, written as a fraction of the theoretical maximum amount of product (1.0 means a 100% yield; for example, 0.34 means a 34% yield). (1) The reactants are [F:1][C:2]1[CH:7]=[C:6]([C:8]2[N:28]=[C:11]3[CH:12]=[C:13]([NH:16][C:17]([C:19]4[N:23]([CH3:24])[N:22]=[CH:21][C:20]=4[C:25]([OH:27])=O)=[O:18])[CH:14]=[CH:15][N:10]3[N:9]=2)[CH:5]=[CH:4][N:3]=1.[NH:29]1[CH2:32][CH2:31][CH2:30]1. No catalyst specified. The product is [F:1][C:2]1[CH:7]=[C:6]([C:8]2[N:28]=[C:11]3[CH:12]=[C:13]([NH:16][C:17]([C:19]4[N:23]([CH3:24])[N:22]=[CH:21][C:20]=4[C:25]([N:29]4[CH2:32][CH2:31][CH2:30]4)=[O:27])=[O:18])[CH:14]=[CH:15][N:10]3[N:9]=2)[CH:5]=[CH:4][N:3]=1. The yield is 0.738. (2) The reactants are [Cl-].O[NH3+:3].[C:4](=[O:7])([O-])[OH:5].[Na+].CS(C)=O.[CH2:13]([C:17]1[N:18]=[C:19]([CH3:49])[N:20]([C:40]2[CH:45]=[CH:44][CH:43]=[C:42]([CH:46]([OH:48])[CH3:47])[CH:41]=2)[C:21](=[O:39])[C:22]=1[CH2:23][C:24]1[CH:29]=[CH:28][C:27]([C:30]2[C:31]([C:36]#[N:37])=[CH:32][CH:33]=[CH:34][CH:35]=2)=[CH:26][C:25]=1[F:38])[CH2:14][CH2:15][CH3:16]. The catalyst is O.C(OCC)(=O)C. The product is [CH2:13]([C:17]1[N:18]=[C:19]([CH3:49])[N:20]([C:40]2[CH:45]=[CH:44][CH:43]=[C:42]([CH:46]([OH:48])[CH3:47])[CH:41]=2)[C:21](=[O:39])[C:22]=1[CH2:23][C:24]1[CH:29]=[CH:28][C:27]([C:30]2[CH:35]=[CH:34][CH:33]=[CH:32][C:31]=2[C:36]2[NH:3][C:4](=[O:7])[O:5][N:37]=2)=[CH:26][C:25]=1[F:38])[CH2:14][CH2:15][CH3:16]. The yield is 0.600. (3) The reactants are S(Cl)(Cl)=O.[C:5]([NH:8][C:9]1[CH:10]=[C:11]2[C:16](=[CH:17][CH:18]=1)[O:15][CH:14]([CH2:19][C:20]([OH:22])=[O:21])[CH2:13][CH2:12]2)(=[O:7])[CH3:6].N.[Cl-].[NH4+].[CH3:26]O. The catalyst is O. The product is [C:5]([NH:8][C:9]1[CH:10]=[C:11]2[C:16](=[CH:17][CH:18]=1)[O:15][CH:14]([CH2:19][C:20]([O:22][CH3:26])=[O:21])[CH2:13][CH2:12]2)(=[O:7])[CH3:6]. The yield is 0.922. (4) The yield is 0.670. The catalyst is C(#N)C. The reactants are [Cl:1][C:2]1[CH:3]=[N+:4]([O-])[CH:5]=[CH:6][CH:7]=1.C[Si]([C:13]#[N:14])(C)C.C(N(CC)CC)C. The product is [Cl:1][C:2]1[C:3]([C:13]#[N:14])=[N:4][CH:5]=[CH:6][CH:7]=1. (5) No catalyst specified. The product is [Cl:1][C:2]1[CH:11]=[C:10]2[C:5]([CH2:6][CH2:7][C:8](=[O:13])[N:9]2[CH3:12])=[CH:4][C:3]=1[C:24]1[C:33]2[CH2:32][CH2:31][CH2:30][CH:29]([NH:34][S:35]([CH2:38][CH3:39])(=[O:37])=[O:36])[C:28]=2[CH:27]=[N:26][CH:25]=1. The reactants are [Cl:1][C:2]1[CH:11]=[C:10]2[C:5]([CH2:6][CH2:7][C:8](=[O:13])[N:9]2[CH3:12])=[CH:4][C:3]=1B1OC(C)(C)C(C)(C)O1.Br[C:24]1[C:33]2[CH2:32][CH2:31][CH2:30][CH:29]([NH:34][S:35]([CH2:38][CH3:39])(=[O:37])=[O:36])[C:28]=2[CH:27]=[N:26][CH:25]=1. The yield is 0.400.